This data is from Forward reaction prediction with 1.9M reactions from USPTO patents (1976-2016). The task is: Predict the product of the given reaction. (1) Given the reactants C[O:2][C:3]([C:5]1[CH:14]=[C:13]([O:15][CH2:16][C:17](=[O:33])[NH:18][CH:19]([CH2:26][C:27]2[CH:32]=[CH:31][CH:30]=[CH:29][CH:28]=2)[CH2:20][C:21]([O:23]CC)=[O:22])[C:12]2[C:7](=[CH:8][C:9]([Cl:35])=[CH:10][C:11]=2[Cl:34])[CH:6]=1)=[O:4].[Li+].[OH-], predict the reaction product. The product is: [C:21]([CH2:20][CH:19]([NH:18][C:17]([CH2:16][O:15][C:13]1[C:12]2[C:7](=[CH:8][C:9]([Cl:35])=[CH:10][C:11]=2[Cl:34])[CH:6]=[C:5]([C:3]([OH:4])=[O:2])[CH:14]=1)=[O:33])[CH2:26][C:27]1[CH:32]=[CH:31][CH:30]=[CH:29][CH:28]=1)([OH:23])=[O:22]. (2) Given the reactants [NH2:1][CH2:2][C@H:3]([OH:33])[C@@H:4]([NH:25][C:26](=[O:32])[O:27][C:28]([CH3:31])([CH3:30])[CH3:29])[CH2:5][C@H:6]([CH2:10][C:11]1[CH:19]=[C:18]2[C:14]([CH:15]=[N:16][N:17]2[CH2:20][CH2:21][CH2:22][O:23][CH3:24])=[CH:13][CH:12]=1)[CH:7]([CH3:9])[CH3:8].[CH3:34][C:35]([CH3:43])([CH2:39][CH2:40][CH2:41][CH3:42])[C:36](O)=[O:37].C1C=CC2N(O)N=NC=2C=1.CCN=C=NCCCN(C)C.Cl.CCN(C(C)C)C(C)C, predict the reaction product. The product is: [CH3:34][C:35]([CH3:43])([CH2:39][CH2:40][CH2:41][CH3:42])[C:36]([NH:1][CH2:2][C@H:3]([OH:33])[C@@H:4]([NH:25][C:26](=[O:32])[O:27][C:28]([CH3:31])([CH3:30])[CH3:29])[CH2:5][C@H:6]([CH2:10][C:11]1[CH:19]=[C:18]2[C:14]([CH:15]=[N:16][N:17]2[CH2:20][CH2:21][CH2:22][O:23][CH3:24])=[CH:13][CH:12]=1)[CH:7]([CH3:8])[CH3:9])=[O:37]. (3) Given the reactants Cl[C:2]1[N:7]=[C:6]([C:8]([S:11]([CH:14]2[CH2:18][CH2:17][CH2:16][CH2:15]2)(=[O:13])=[O:12])([CH3:10])[CH3:9])[CH:5]=[C:4]([N:19]2[CH2:24][CH2:23][O:22][CH2:21][C@@H:20]2[CH3:25])[N:3]=1.CC1(C)C(C)(C)OB([C:34]2[CH:40]=[CH:39][C:37]([NH2:38])=[CH:36][CH:35]=2)O1.C(=O)([O-])[O-].[Na+].[Na+].CN(C=O)C, predict the reaction product. The product is: [CH:14]1([S:11]([C:8]([C:6]2[CH:5]=[C:4]([N:19]3[CH2:24][CH2:23][O:22][CH2:21][C@@H:20]3[CH3:25])[N:3]=[C:2]([C:34]3[CH:40]=[CH:39][C:37]([NH2:38])=[CH:36][CH:35]=3)[N:7]=2)([CH3:10])[CH3:9])(=[O:13])=[O:12])[CH2:18][CH2:17][CH2:16][CH2:15]1. (4) Given the reactants [NH2:1][C:2]1[NH:6][N:5]=[CH:4][C:3]=1[C:7]#[N:8].[CH2:9]([O:16][C:17]1[CH:24]=[CH:23][C:20]([CH:21]=O)=[C:19]([O:25][CH3:26])[CH:18]=1)[C:10]1[CH:15]=[CH:14][CH:13]=[CH:12][CH:11]=1.[CH:27]1([N+:32]#[C-:33])[CH2:31][CH2:30][CH2:29][CH2:28]1.Cl(O)(=O)(=O)=O, predict the reaction product. The product is: [CH2:9]([O:16][C:17]1[CH:24]=[CH:23][C:20]([C:21]2[NH:1][C:2]3[N:6]([C:33]=2[NH:32][CH:27]2[CH2:31][CH2:30][CH2:29][CH2:28]2)[N:5]=[CH:4][C:3]=3[C:7]#[N:8])=[C:19]([O:25][CH3:26])[CH:18]=1)[C:10]1[CH:15]=[CH:14][CH:13]=[CH:12][CH:11]=1. (5) Given the reactants [N:1]1([C:6]2[CH:7]=[C:8]([CH:12]=[CH:13][CH:14]=2)[C:9]([OH:11])=O)[CH:5]=[N:4][N:3]=[N:2]1.ClC(OCC)=O.CCN(CC)CC.[K+].[C:29]([O:35][CH2:36][CH3:37])(=[O:34])[CH2:30]C([O-])=O.[Mg+2].[Cl-].[Cl-], predict the reaction product. The product is: [CH2:36]([O:35][C:29](=[O:34])[CH2:30][C:9](=[O:11])[C:8]1[CH:12]=[CH:13][CH:14]=[C:6]([N:1]2[CH:5]=[N:4][N:3]=[N:2]2)[CH:7]=1)[CH3:37]. (6) Given the reactants [CH2:1]1[O:11][C:4]2([CH2:9][CH2:8][C:7](=O)[CH2:6][CH2:5]2)[O:3][CH2:2]1.[F:12][C:13]1[CH:18]=[CH:17][C:16]([Mg]Br)=[CH:15][CH:14]=1, predict the reaction product. The product is: [F:12][C:13]1[CH:18]=[CH:17][C:16]([C:7]2[CH2:8][CH2:9][C:4]3([O:11][CH2:1][CH2:2][O:3]3)[CH2:5][CH:6]=2)=[CH:15][CH:14]=1. (7) The product is: [P:5]([O:30][C:28]1([CH2:31][O:32][C:33]2[CH:38]=[CH:37][C:36]([N:39]3[CH:44]=[CH:43][N:42]=[C:41]([S:45][C:46]4[CH:47]=[CH:48][C:49]([O:52][C:53]([F:55])([F:54])[F:56])=[CH:50][CH:51]=4)[C:40]3=[O:57])=[CH:35][C:34]=2[O:58][CH3:59])[CH2:29][C:26]([F:25])([F:60])[CH2:27]1)([O:6][CH2:7][C:8]1[CH:9]=[CH:10][CH:11]=[CH:12][CH:13]=1)([O:14][CH2:15][C:16]1[CH:17]=[CH:18][CH:19]=[CH:20][CH:21]=1)=[O:66]. Given the reactants C(N(C(C)C)[P:5]([O:14][CH2:15][C:16]1[CH:21]=[CH:20][CH:19]=[CH:18][CH:17]=1)[O:6][CH2:7][C:8]1[CH:13]=[CH:12][CH:11]=[CH:10][CH:9]=1)(C)C.[F:25][C:26]1([F:60])[CH2:29][C:28]([CH2:31][O:32][C:33]2[CH:38]=[CH:37][C:36]([N:39]3[CH:44]=[CH:43][N:42]=[C:41]([S:45][C:46]4[CH:51]=[CH:50][C:49]([O:52][C:53]([F:56])([F:55])[F:54])=[CH:48][CH:47]=4)[C:40]3=[O:57])=[CH:35][C:34]=2[O:58][CH3:59])([OH:30])[CH2:27]1.N1C=NC=N1.[OH:66]O, predict the reaction product. (8) Given the reactants [CH3:1][O:2][C:3](=[O:16])[C:4]([NH:8][C:9]([O:11][C:12]([CH3:15])([CH3:14])[CH3:13])=[O:10])([CH3:7])[CH:5]=O.[F:17][C:18]1[CH:24]=[CH:23][C:21]([NH2:22])=[CH:20][CH:19]=1.C(O)(=O)C.C([BH3-])#N.[Na+], predict the reaction product. The product is: [CH3:1][O:2][C:3](=[O:16])[C:4]([NH:8][C:9]([O:11][C:12]([CH3:15])([CH3:14])[CH3:13])=[O:10])([CH3:7])[CH2:5][NH:22][C:21]1[CH:23]=[CH:24][C:18]([F:17])=[CH:19][CH:20]=1. (9) Given the reactants [Br:1][C:2]1[CH:7]=[CH:6][CH:5]=[CH:4][C:3]=1[OH:8].N1C=CC=CC=1.[F:15][C:16]([F:29])([F:28])[S:17](O[S:17]([C:16]([F:29])([F:28])[F:15])(=[O:19])=[O:18])(=[O:19])=[O:18].Cl, predict the reaction product. The product is: [F:15][C:16]([F:29])([F:28])[S:17]([O:8][C:3]1[CH:4]=[CH:5][CH:6]=[CH:7][C:2]=1[Br:1])(=[O:19])=[O:18].